This data is from Forward reaction prediction with 1.9M reactions from USPTO patents (1976-2016). The task is: Predict the product of the given reaction. (1) The product is: [C:1]([NH:5][C:6]([C:8]1[N:13]=[CH:12][C:11]([I:15])=[CH:10][N:9]=1)=[O:7])([CH3:4])([CH3:3])[CH3:2]. Given the reactants [C:1]([NH:5][C:6]([C:8]1[N:13]=[CH:12][C:11](Br)=[CH:10][N:9]=1)=[O:7])([CH3:4])([CH3:3])[CH3:2].[I-:15].[Na+].CN[C@@H]1CCCC[C@H]1NC, predict the reaction product. (2) Given the reactants [O:1]=[C:2](N1C=CN=C1)[C:3](N1C=CN=C1)=[O:4].[CH3:15][N:16]1[C:20]([NH:21][C:22]([C:35]2[CH:40]=[CH:39][CH:38]=[CH:37][CH:36]=2)([C:29]2[CH:34]=[CH:33][CH:32]=[CH:31][CH:30]=2)[C:23]2[CH:28]=[CH:27][CH:26]=[CH:25][CH:24]=2)=[C:19]([NH2:41])[CH:18]=[N:17]1.[NH2:42][CH2:43][CH2:44][NH:45][C:46](=[O:52])[O:47][C:48]([CH3:51])([CH3:50])[CH3:49].C(OCC)(=O)C, predict the reaction product. The product is: [CH3:15][N:16]1[C:20]([NH:21][C:22]([C:29]2[CH:30]=[CH:31][CH:32]=[CH:33][CH:34]=2)([C:23]2[CH:24]=[CH:25][CH:26]=[CH:27][CH:28]=2)[C:35]2[CH:40]=[CH:39][CH:38]=[CH:37][CH:36]=2)=[C:19]([NH:41][C:3](=[O:4])[C:2]([NH:42][CH2:43][CH2:44][NH:45][C:46](=[O:52])[O:47][C:48]([CH3:49])([CH3:51])[CH3:50])=[O:1])[CH:18]=[N:17]1. (3) Given the reactants Cl.[N:2]12[CH2:9][CH2:8][CH:5]([CH2:6][CH2:7]1)[C@@H:4]([NH:10][C:11]([C:13]1[S:14][C:15]3[C:21](Br)=[CH:20][CH:19]=[CH:18][C:16]=3[CH:17]=1)=[O:12])[CH2:3]2.[S:23]1[CH:27]=[CH:26][CH:25]=[C:24]1B(O)O.[C:31](=O)([O-:33])[O-:32].[Na+].[Na+], predict the reaction product. The product is: [CH:31]([OH:33])=[O:32].[N:2]12[CH2:9][CH2:8][CH:5]([CH2:6][CH2:7]1)[C@@H:4]([NH:10][C:11]([C:13]1[S:14][C:15]3[C:21]([C:24]4[S:23][CH:27]=[CH:26][CH:25]=4)=[CH:20][CH:19]=[CH:18][C:16]=3[CH:17]=1)=[O:12])[CH2:3]2. (4) Given the reactants [C:1]1([C:11](=O)[CH:12]([C:19]2[CH:24]=[CH:23][N:22]=[CH:21][CH:20]=2)[CH2:13][C:14](OCC)=[O:15])[C:10]2[C:5](=[CH:6][CH:7]=[CH:8][CH:9]=2)[CH:4]=[CH:3][CH:2]=1.[NH2:26][NH2:27], predict the reaction product. The product is: [C:1]1([C:11]2[CH:12]([C:19]3[CH:24]=[CH:23][N:22]=[CH:21][CH:20]=3)[CH2:13][C:14](=[O:15])[NH:26][N:27]=2)[C:10]2[C:5](=[CH:6][CH:7]=[CH:8][CH:9]=2)[CH:4]=[CH:3][CH:2]=1. (5) The product is: [C:22]([O:26][C:27]([N:29]1[CH2:34][CH2:33][N:32]([C:35]2[CH:36]=[CH:37][C:38]([NH:41][C:19]([C:11]3[C:10]([C:7]4[CH:8]=[CH:9][C:4]([CH:1]([CH3:3])[CH3:2])=[CH:5][CH:6]=4)=[C:15]([CH:16]([CH3:18])[CH3:17])[CH:14]=[CH:13][CH:12]=3)=[O:20])=[CH:39][CH:40]=2)[CH2:31][CH2:30]1)=[O:28])([CH3:25])([CH3:23])[CH3:24]. Given the reactants [CH:1]([C:4]1[CH:9]=[CH:8][C:7]([C:10]2[C:11]([C:19](O)=[O:20])=[CH:12][CH:13]=[CH:14][C:15]=2[CH:16]([CH3:18])[CH3:17])=[CH:6][CH:5]=1)([CH3:3])[CH3:2].[C:22]([O:26][C:27]([N:29]1[CH2:34][CH2:33][N:32]([C:35]2[CH:40]=[CH:39][C:38]([NH2:41])=[CH:37][CH:36]=2)[CH2:31][CH2:30]1)=[O:28])([CH3:25])([CH3:24])[CH3:23], predict the reaction product. (6) Given the reactants [CH3:1][C:2]1[CH:3]=[C:4]([CH:8]=[CH:9][CH:10]=1)[C:5](Cl)=[O:6].Cl.Cl.[CH3:13][N:14]1[C:18]2[C:19]3[CH:20]=[CH:21][CH:22]=[CH:23][C:24]=3[O:25][C:26]3([CH2:31][CH2:30][NH:29][CH2:28][CH2:27]3)[C:17]=2[CH:16]=[N:15]1.C(N(CC)CC)C, predict the reaction product. The product is: [CH3:13][N:14]1[C:18]2[C:19]3[CH:20]=[CH:21][CH:22]=[CH:23][C:24]=3[O:25][C:26]3([CH2:31][CH2:30][N:29]([C:5]([C:4]4[CH:3]=[C:2]([CH3:1])[CH:10]=[CH:9][CH:8]=4)=[O:6])[CH2:28][CH2:27]3)[C:17]=2[CH:16]=[N:15]1. (7) Given the reactants [Br:1][C:2]1[N:3]([C:8]2[CH:14]=[C:13]([O:15][CH3:16])[CH:12]=[C:11]([F:17])[C:9]=2[NH2:10])[CH:4]=[C:5]([CH3:7])[N:6]=1.[N:18]([O-])=O.[Na+].O.C(=O)(O)[O-].[Na+], predict the reaction product. The product is: [Br:1][C:2]1[N:3]2[C:4]([N:18]=[N:10][C:9]3[C:11]([F:17])=[CH:12][C:13]([O:15][CH3:16])=[CH:14][C:8]=32)=[C:5]([CH3:7])[N:6]=1. (8) Given the reactants Cl.[NH:2]1[CH2:7][CH2:6][CH:5]([C:8]2[CH:13]=[CH:12][C:11]([NH:14][C:15]3[N:16]=[C:17]([N:24]4[CH2:29][CH2:28][CH2:27][C@@H:26]([NH:30][C:31]([N:33]5[CH2:38][CH2:37][CH2:36][CH2:35][CH2:34]5)=[O:32])[CH2:25]4)[N:18]=[N:19][C:20]=3[C:21]([NH2:23])=[O:22])=[CH:10][CH:9]=2)[CH2:4][CH2:3]1.CCN(C(C)C)C(C)C.[C:48](OC(=O)C)(=[O:50])[CH3:49], predict the reaction product. The product is: [C:48]([N:2]1[CH2:7][CH2:6][CH:5]([C:8]2[CH:13]=[CH:12][C:11]([NH:14][C:15]3[N:16]=[C:17]([N:24]4[CH2:29][CH2:28][CH2:27][C@@H:26]([NH:30][C:31]([N:33]5[CH2:38][CH2:37][CH2:36][CH2:35][CH2:34]5)=[O:32])[CH2:25]4)[N:18]=[N:19][C:20]=3[C:21]([NH2:23])=[O:22])=[CH:10][CH:9]=2)[CH2:4][CH2:3]1)(=[O:50])[CH3:49]. (9) Given the reactants Cl.[Cl:2][C:3]1[CH:8]=[CH:7][C:6]([CH:9]([CH2:13][C:14]2[CH:19]=[CH:18][C:17]([Cl:20])=[CH:16][CH:15]=2)[CH:10]([NH2:12])[CH3:11])=[CH:5][CH:4]=1.[Cl:21][C:22]1[C:23]([C:32](Cl)=[O:33])=[CH:24][C:25]2[C:30]([CH:31]=1)=[CH:29][CH:28]=[CH:27][CH:26]=2.C(N(CC)C(C)C)(C)C, predict the reaction product. The product is: [Cl:2][C:3]1[CH:8]=[CH:7][C:6]([CH:9]([CH2:13][C:14]2[CH:15]=[CH:16][C:17]([Cl:20])=[CH:18][CH:19]=2)[CH:10]([NH:12][C:32]([C:23]2[C:22]([Cl:21])=[CH:31][C:30]3[C:25](=[CH:26][CH:27]=[CH:28][CH:29]=3)[CH:24]=2)=[O:33])[CH3:11])=[CH:5][CH:4]=1. (10) Given the reactants [NH2:1][C:2]1[CH:6]2[N:7]([CH3:23])[C:8](=[O:22])[C:9]([C:11]3[CH:12]=[C:13]([CH:18]=[CH:19][C:20]=3[CH3:21])[C:14]([NH:16][CH3:17])=[O:15])=[CH:10][CH:5]2[NH:4][N:3]=1.[CH:24](=O)[CH2:25][CH2:26][CH2:27][CH:28]=O.C(O[BH-](OC(=O)C)OC(=O)C)(=O)C.[Na+].C(O)(=O)C, predict the reaction product. The product is: [CH3:21][C:20]1[CH:19]=[CH:18][C:13]([C:14]([NH:16][CH3:17])=[O:15])=[CH:12][C:11]=1[C:9]1[C:8](=[O:22])[N:7]([CH3:23])[CH:6]2[C:2]([N:1]3[CH2:28][CH2:27][CH2:26][CH2:25][CH2:24]3)=[N:3][NH:4][CH:5]2[CH:10]=1.